Dataset: NCI-60 drug combinations with 297,098 pairs across 59 cell lines. Task: Regression. Given two drug SMILES strings and cell line genomic features, predict the synergy score measuring deviation from expected non-interaction effect. (1) Cell line: SW-620. Synergy scores: CSS=31.2, Synergy_ZIP=-6.71, Synergy_Bliss=-5.77, Synergy_Loewe=-7.93, Synergy_HSA=-2.44. Drug 2: CC1C(C(CC(O1)OC2CC(CC3=C2C(=C4C(=C3O)C(=O)C5=C(C4=O)C(=CC=C5)OC)O)(C(=O)CO)O)N)O.Cl. Drug 1: CN1C(=O)N2C=NC(=C2N=N1)C(=O)N. (2) Synergy scores: CSS=30.1, Synergy_ZIP=-9.22, Synergy_Bliss=-10.3, Synergy_Loewe=-3.08, Synergy_HSA=-1.51. Cell line: SN12C. Drug 1: C1=CC(=CC=C1CCC2=CNC3=C2C(=O)NC(=N3)N)C(=O)NC(CCC(=O)O)C(=O)O. Drug 2: C1=C(C(=O)NC(=O)N1)F. (3) Drug 1: C(=O)(N)NO. Drug 2: CC1C(C(CC(O1)OC2CC(CC3=C2C(=C4C(=C3O)C(=O)C5=CC=CC=C5C4=O)O)(C(=O)C)O)N)O. Cell line: T-47D. Synergy scores: CSS=31.3, Synergy_ZIP=0.971, Synergy_Bliss=0.858, Synergy_Loewe=-40.0, Synergy_HSA=1.91. (4) Drug 1: C1CN(P(=O)(OC1)NCCCl)CCCl. Drug 2: B(C(CC(C)C)NC(=O)C(CC1=CC=CC=C1)NC(=O)C2=NC=CN=C2)(O)O. Cell line: NCI-H226. Synergy scores: CSS=32.2, Synergy_ZIP=2.03, Synergy_Bliss=1.19, Synergy_Loewe=-62.9, Synergy_HSA=-1.71.